Dataset: Catalyst prediction with 721,799 reactions and 888 catalyst types from USPTO. Task: Predict which catalyst facilitates the given reaction. Reactant: [F:1][C:2]([F:11])([F:10])/[CH:3]=[CH:4]/[C:5]([O:7][CH2:8][CH3:9])=[O:6].C(O)(C(F)(F)F)=O.CO[CH2:21][N:22]([CH2:30][Si](C)(C)C)[CH2:23][C:24]1[CH:29]=[CH:28][CH:27]=[CH:26][CH:25]=1. Product: [CH2:23]([N:22]1[CH2:30][C@H:3]([C:2]([F:10])([F:11])[F:1])[C@@H:4]([C:5]([O:7][CH2:8][CH3:9])=[O:6])[CH2:21]1)[C:24]1[CH:29]=[CH:28][CH:27]=[CH:26][CH:25]=1. The catalyst class is: 2.